Dataset: Full USPTO retrosynthesis dataset with 1.9M reactions from patents (1976-2016). Task: Predict the reactants needed to synthesize the given product. (1) Given the product [CH2:9]([C:16]1[C:17]([N:24]2[CH2:29][CH2:28][N:27]([C:30]([O:32][C:33]([CH3:36])([CH3:34])[CH3:35])=[O:31])[CH2:26][CH2:25]2)=[N:18][N:19]2[CH:3]=[CH:4][N:5]([CH3:6])[C:21](=[O:23])[C:20]=12)[C:10]1[CH:11]=[CH:12][CH:13]=[CH:14][CH:15]=1, predict the reactants needed to synthesize it. The reactants are: CO[CH:3](OC)[CH2:4][NH:5][CH3:6].[CH2:9]([C:16]1[C:17]([N:24]2[CH2:29][CH2:28][N:27]([C:30]([O:32][C:33]([CH3:36])([CH3:35])[CH3:34])=[O:31])[CH2:26][CH2:25]2)=[N:18][NH:19][C:20]=1[C:21]([OH:23])=O)[C:10]1[CH:15]=[CH:14][CH:13]=[CH:12][CH:11]=1.ON1C2C=CC=CC=2N=N1.Cl.C(N=C=NCCCN(C)C)C.Cl.C(=O)([O-])O.[Na+].C(OC(OC(C)(C)C)=O)(OC(C)(C)C)=O. (2) Given the product [C:31]([C:33]1[CH:41]=[CH:40][C:36]([C:37]([NH:20][C:16]2[CH:17]=[CH:18][CH:19]=[C:14]([C:11]3[CH2:10][C:9]([C:4]4[CH:5]=[C:6]([Cl:8])[CH:7]=[C:2]([Cl:1])[CH:3]=4)([C:21]([F:22])([F:24])[F:23])[O:13][N:12]=3)[CH:15]=2)=[O:38])=[CH:35][CH:34]=1)#[N:32], predict the reactants needed to synthesize it. The reactants are: [Cl:1][C:2]1[CH:3]=[C:4]([C:9]2([C:21]([F:24])([F:23])[F:22])[O:13][N:12]=[C:11]([C:14]3[CH:15]=[C:16]([NH2:20])[CH:17]=[CH:18][CH:19]=3)[CH2:10]2)[CH:5]=[C:6]([Cl:8])[CH:7]=1.N1C=CC=CC=1.[C:31]([C:33]1[CH:41]=[CH:40][C:36]([C:37](Cl)=[O:38])=[CH:35][CH:34]=1)#[N:32].C(=O)([O-])O.[Na+]. (3) Given the product [CH2:45]([NH:52][C:53]([CH:55]1[CH2:60][CH2:59][N:58]([C:17]([C:8]2[N:7]([CH2:6][C:5]3[CH:4]=[CH:3][C:2]([Cl:1])=[CH:21][CH:20]=3)[C:15]3[C:10]([CH:9]=2)=[CH:11][CH:12]=[CH:13][C:14]=3[CH3:16])=[O:18])[CH2:57][CH2:56]1)=[O:54])[C:46]1[CH:47]=[CH:48][CH:49]=[CH:50][CH:51]=1, predict the reactants needed to synthesize it. The reactants are: [Cl:1][C:2]1[CH:21]=[CH:20][C:5]([CH2:6][N:7]2[C:15]3[C:10](=[CH:11][CH:12]=[CH:13][C:14]=3[CH3:16])[CH:9]=[C:8]2[C:17](O)=[O:18])=[CH:4][CH:3]=1.CCN(C(C)C)C(C)C.C(Cl)CCl.C1C=CC2N(O)N=NC=2C=1.[CH2:45]([NH:52][C:53]([CH:55]1[CH2:60][CH2:59][NH:58][CH2:57][CH2:56]1)=[O:54])[C:46]1[CH:51]=[CH:50][CH:49]=[CH:48][CH:47]=1.